This data is from Full USPTO retrosynthesis dataset with 1.9M reactions from patents (1976-2016). The task is: Predict the reactants needed to synthesize the given product. (1) Given the product [Cl:17][C:18]1[C:19]([I:39])=[CH:20][C:21]2[N:25]=[C:24]([O:10][C@H:2]3[C@H:3]4[O:8][CH2:7][C@@H:6]([OH:9])[C@H:4]4[O:5][CH2:1]3)[NH:23][C:22]=2[CH:38]=1, predict the reactants needed to synthesize it. The reactants are: [CH2:1]1[O:5][C@@H:4]2[C@H:6]([OH:9])[CH2:7][O:8][C@@H:3]2[C@@H:2]1[OH:10].C([O-])([O-])=O.[Cs+].[Cs+].[Cl:17][C:18]1[C:19]([I:39])=[CH:20][C:21]2[N:25]=[C:24](S(C)(=O)=O)[N:23](COCC[Si](C)(C)C)[C:22]=2[CH:38]=1.C(O)=O.S([O-])(O)(=O)=O.[K+].[OH-].[Na+].Cl. (2) Given the product [CH2:19]([NH:21][C:2]1[CH:3]=[C:4]([CH:13]=[CH:14][C:15]=1[N+:16]([O-:18])=[O:17])[CH:5]=[C:6]1[S:10][C:9](=[O:11])[NH:8][C:7]1=[O:12])[CH3:20], predict the reactants needed to synthesize it. The reactants are: F[C:2]1[CH:3]=[C:4]([CH:13]=[CH:14][C:15]=1[N+:16]([O-:18])=[O:17])[CH:5]=[C:6]1[S:10][C:9](=[O:11])[NH:8][C:7]1=[O:12].[CH2:19]([NH2:21])[CH3:20]. (3) Given the product [Cl:24][C:25]1[CH:30]=[CH:29][C:28]2[N:15]([C:13]([CH2:12][C:11]3[C:2]([F:1])=[C:3]4[C:8](=[CH:9][C:10]=3[F:17])[N:7]=[CH:6][C:5]([N:18]3[CH2:23][CH2:22][O:21][CH2:20][CH2:19]3)=[CH:4]4)=[N:26][N:27]=2)[N:16]=1, predict the reactants needed to synthesize it. The reactants are: [F:1][C:2]1[C:11]([CH2:12][C:13]([NH:15][NH2:16])=O)=[C:10]([F:17])[CH:9]=[C:8]2[C:3]=1[CH:4]=[C:5]([N:18]1[CH2:23][CH2:22][O:21][CH2:20][CH2:19]1)[CH:6]=[N:7]2.[Cl:24][C:25]1[N:26]=[N:27][C:28](Cl)=[CH:29][CH:30]=1. (4) Given the product [CH3:22][O:21][CH2:20][CH2:19][O:18][C@H:15]1[CH2:16][CH2:17][N:13]([C:11]([C:9]2[S:10][C:3]3[C:4](=[N:5][CH:6]=[CH:7][C:2]=3[NH:33][C:29]3[CH:30]=[C:31]4[C:26](=[CH:27][CH:28]=3)[NH:25][C:24]([CH3:23])=[CH:32]4)[CH:8]=2)=[O:12])[CH2:14]1, predict the reactants needed to synthesize it. The reactants are: Cl[C:2]1[CH:7]=[CH:6][N:5]=[C:4]2[CH:8]=[C:9]([C:11]([N:13]3[CH2:17][CH2:16][C@H:15]([O:18][CH2:19][CH2:20][O:21][CH3:22])[CH2:14]3)=[O:12])[S:10][C:3]=12.[CH3:23][C:24]1[NH:25][C:26]2[C:31]([CH:32]=1)=[CH:30][C:29]([NH2:33])=[CH:28][CH:27]=2. (5) The reactants are: C[O:2][C:3]([C:5]1[N:6]=[C:7]([CH2:10][NH:11][C:12](=[O:26])[CH2:13][O:14][C:15]2[CH:20]=[CH:19][C:18]([O:21][C:22]([F:25])([F:24])[F:23])=[CH:17][CH:16]=2)[S:8][CH:9]=1)=[O:4].CO.[OH-].[Na+]. Given the product [F:25][C:22]([F:23])([F:24])[O:21][C:18]1[CH:19]=[CH:20][C:15]([O:14][CH2:13][C:12]([NH:11][CH2:10][C:7]2[S:8][CH:9]=[C:5]([C:3]([OH:4])=[O:2])[N:6]=2)=[O:26])=[CH:16][CH:17]=1, predict the reactants needed to synthesize it. (6) Given the product [Br:1][C:2]1[CH:3]=[CH:4][C:5]([O:11][CH2:12][C:13]2[CH:18]=[CH:17][CH:16]=[CH:15][CH:14]=2)=[C:6]([CH:10]=1)[C:7]([NH:39][C:35]1[CH:36]=[CH:37][CH:38]=[C:33]([O:32][CH3:31])[CH:34]=1)=[O:9], predict the reactants needed to synthesize it. The reactants are: [Br:1][C:2]1[CH:3]=[CH:4][C:5]([O:11][CH2:12][C:13]2[CH:18]=[CH:17][CH:16]=[CH:15][CH:14]=2)=[C:6]([CH:10]=1)[C:7]([OH:9])=O.C1N=CN(C(N2C=NC=C2)=O)C=1.[CH3:31][O:32][C:33]1[CH:34]=[C:35]([NH2:39])[CH:36]=[CH:37][CH:38]=1. (7) The reactants are: [OH:1][CH:2]1[CH2:7][CH2:6][N:5]([C:8]2[N:13]=[CH:12][C:11]([C:14]#[N:15])=[CH:10][N:9]=2)[CH2:4][CH2:3]1.[N-:16]=[N+:17]=[N-:18].[Na+].[Cl-].[NH4+]. Given the product [NH:16]1[C:14]([C:11]2[CH:10]=[N:9][C:8]([N:5]3[CH2:6][CH2:7][CH:2]([OH:1])[CH2:3][CH2:4]3)=[N:13][CH:12]=2)=[N:15][N:18]=[N:17]1, predict the reactants needed to synthesize it.